This data is from Catalyst prediction with 721,799 reactions and 888 catalyst types from USPTO. The task is: Predict which catalyst facilitates the given reaction. The catalyst class is: 4. Reactant: [Cl:1][C:2]1[CH:3]=[C:4]([S:20](Cl)(=[O:22])=[O:21])[CH:5]=[C:6]([Cl:19])[C:7]=1[O:8][C:9]1[CH:14]=[CH:13][C:12]([N+:15]([O-:17])=[O:16])=[CH:11][C:10]=1[Cl:18].[OH-].[NH4+:25]. Product: [Cl:1][C:2]1[CH:3]=[C:4]([S:20]([NH2:25])(=[O:22])=[O:21])[CH:5]=[C:6]([Cl:19])[C:7]=1[O:8][C:9]1[CH:14]=[CH:13][C:12]([N+:15]([O-:17])=[O:16])=[CH:11][C:10]=1[Cl:18].